This data is from KCNQ2 potassium channel screen with 302,405 compounds. The task is: Binary Classification. Given a drug SMILES string, predict its activity (active/inactive) in a high-throughput screening assay against a specified biological target. (1) The drug is S(CC(=O)NC1CCCC1)c1n(c2ncccc2n1)c1c(OC)cccc1. The result is 0 (inactive). (2) The result is 0 (inactive). The molecule is s1c2c([nH]c(=O)n(CCO)c2=O)cc1. (3) The compound is S(=O)(=O)(n1c2c(nc1)cccc2)c1c([N+]([O-])=O)cccc1. The result is 0 (inactive). (4) The molecule is S(=O)(=O)(NCc1ccc(F)cc1)c1c(n(c(=O)n(c1=O)C)C)N. The result is 0 (inactive).